This data is from Reaction yield outcomes from USPTO patents with 853,638 reactions. The task is: Predict the reaction yield, written as a fraction of the theoretical maximum amount of product (1.0 means a 100% yield; for example, 0.34 means a 34% yield). (1) The yield is 0.950. The catalyst is ClCCl. The reactants are [C:1]([O:5][C:6]([N:8]1[CH2:13][CH2:12][C:11]([CH2:15][OH:16])([CH3:14])[CH2:10][CH2:9]1)=[O:7])([CH3:4])([CH3:3])[CH3:2].N1C=CC=CC=1.[CH3:23][S:24](Cl)(=[O:26])=[O:25]. The product is [C:1]([O:5][C:6]([N:8]1[CH2:13][CH2:12][C:11]([CH2:15][O:16][S:24]([CH3:23])(=[O:26])=[O:25])([CH3:14])[CH2:10][CH2:9]1)=[O:7])([CH3:4])([CH3:3])[CH3:2]. (2) The reactants are [C:1](OCC)(OCC)([O:3][CH2:4][CH3:5])[CH3:2].[C:12](#[N:16])[CH2:13][C:14]#[N:15]. The catalyst is C(O)(=O)C.C(O)C. The product is [CH2:1]([O:3][C:4](=[C:13]([C:12]#[N:16])[C:14]#[N:15])[CH3:5])[CH3:2]. The yield is 0.910. (3) The reactants are [Cl:1][C:2]1[CH:7]=[CH:6][CH:5]=[C:4]([Cl:8])[C:3]=1[C:9]1[C:10]([OH:15])=[CH:11][CH:12]=[CH:13][CH:14]=1.C(NC(C)C)(C)C.C1C(=O)N([Br:30])C(=O)C1. The catalyst is C(Cl)Cl. The product is [Br:30][C:11]1[CH:12]=[CH:13][CH:14]=[C:9]([C:3]2[C:2]([Cl:1])=[CH:7][CH:6]=[CH:5][C:4]=2[Cl:8])[C:10]=1[OH:15]. The yield is 0.150. (4) The yield is 0.790. The product is [Cl:1][C:2]1[CH:7]=[CH:6][C:5]([CH:8]2[C:15]3[C:14]([CH3:16])=[N:13][N:12]([CH:17]4[CH2:18][CH2:19]4)[C:11]=3[C:10](=[O:20])[N:9]2[C:21]2[CH:22]=[C:23]([NH:31][CH3:32])[C:24]3[N:25]([C:27]([CH3:30])=[N:28][N:29]=3)[N:26]=2)=[CH:4][CH:3]=1. The reactants are [Cl:1][C:2]1[CH:7]=[CH:6][C:5]([CH:8]2[C:15]3[C:14]([CH3:16])=[N:13][N:12]([CH:17]4[CH2:19][CH2:18]4)[C:11]=3[C:10](=[O:20])[N:9]2[C:21]2[CH:22]=[C:23]([N:31](C)[C:32](=O)OC(C)(C)C)[C:24]3[N:25]([C:27]([CH3:30])=[N:28][N:29]=3)[N:26]=2)=[CH:4][CH:3]=1.C(O)(C(F)(F)F)=O. The catalyst is C(Cl)Cl.